Dataset: Forward reaction prediction with 1.9M reactions from USPTO patents (1976-2016). Task: Predict the product of the given reaction. (1) Given the reactants [Cl:1][C:2]1[CH:7]=[CH:6][C:5]([NH:8][CH2:9][C:10]([NH:12][C@@H:13]([CH3:18])[C:14](OC)=[O:15])=[O:11])=[CH:4][CH:3]=1.CC(C)([O-])C.[K+], predict the reaction product. The product is: [Cl:1][C:2]1[CH:7]=[CH:6][C:5]([N:8]2[CH2:9][C:10](=[O:11])[NH:12][C@@H:13]([CH3:18])[C:14]2=[O:15])=[CH:4][CH:3]=1. (2) Given the reactants [F:1][C:2]1[S:6][C:5]([C:7]2[CH:13]=[CH:12][CH:11]=[C:10]([N+:14]([O-])=O)[C:8]=2[NH2:9])=[CH:4][CH:3]=1.CC(O)=O, predict the reaction product. The product is: [F:1][C:2]1[S:6][C:5]([C:7]2[CH:13]=[CH:12][CH:11]=[C:10]([NH2:14])[C:8]=2[NH2:9])=[CH:4][CH:3]=1. (3) Given the reactants [NH2:1][C:2]1[CH:7]=[C:6]([F:8])[CH:5]=[CH:4][C:3]=1[SH:9].Br[CH2:11][C:12]1[CH:17]=[CH:16][CH:15]=[C:14]([N+:18]([O-:20])=[O:19])[CH:13]=1.C([O-])([O-])=O.[K+].[K+], predict the reaction product. The product is: [F:8][C:6]1[CH:5]=[CH:4][C:3]([S:9][CH2:11][C:12]2[CH:17]=[CH:16][CH:15]=[C:14]([N+:18]([O-:20])=[O:19])[CH:13]=2)=[C:2]([CH:7]=1)[NH2:1]. (4) Given the reactants [C:1]([NH:8][C@H:9]([C:14]([OH:16])=O)[CH2:10][CH:11]([CH3:13])[CH3:12])([O:3][C:4]([CH3:7])([CH3:6])[CH3:5])=[O:2].[CH2:31]1[CH2:32][N:28]([P+](ON2N=NC3C=CC=CC2=3)([N:28]2[CH2:32][CH2:31][CH2:30][CH2:29]2)[N:28]2[CH2:32][CH2:31][CH2:30][CH2:29]2)[CH2:29][CH2:30]1.F[P-](F)(F)(F)(F)F.C(N(C(C)C)CC)(C)C.N1C2C(=CC=CC=2)[C:62](=[O:63])C1=O.CN(C=[O:74])C, predict the reaction product. The product is: [NH:8]([C:1]([O:3][C:4]([CH3:5])([CH3:6])[CH3:7])=[O:2])[C@H:9]([C:14]([N:28]1[CH2:29][CH2:30][CH2:31][C@H:32]1[C:62]([OH:63])=[O:74])=[O:16])[CH2:10][CH:11]([CH3:12])[CH3:13]. (5) Given the reactants [CH2:1]([N:6]1[C:10]2=[N:11][CH:12]=[CH:13][CH:14]=[C:9]2[CH:8]=[CH:7]1)[CH2:2][CH2:3][CH2:4][CH3:5].BrN1C(=[O:21])CCC1=O.[OH2:23], predict the reaction product. The product is: [CH2:1]([N:6]1[C:10]2=[N:11][CH:12]=[CH:13][CH:14]=[C:9]2[C:8](=[O:23])[C:7]1=[O:21])[CH2:2][CH2:3][CH2:4][CH3:5]. (6) Given the reactants [CH2:1]([CH:6]1[CH2:11][CH2:10][CH:9]([C:12]2[CH:17]=[CH:16][CH:15]=[C:14]([F:18])[C:13]=2[F:19])[CH2:8][CH2:7]1)[CH2:2][CH2:3][CH2:4][CH3:5].C([Li])(CC)C.[CH2:25]([O:27][C:28]1[CH:33]=[CH:32][C:31]([CH:34]2[CH2:39][CH2:38][C:37](=[O:40])[CH2:36][CH2:35]2)=[C:30]([F:41])[C:29]=1[F:42])[CH3:26].[Cl-].[NH4+], predict the reaction product. The product is: [F:18][C:14]1[C:13]([F:19])=[C:12]([CH:9]2[CH2:10][CH2:11][CH:6]([CH2:1][CH2:2][CH2:3][CH2:4][CH3:5])[CH2:7][CH2:8]2)[CH:17]=[CH:16][C:15]=1[C:37]1([OH:40])[CH2:36][CH2:35][CH:34]([C:31]2[CH:32]=[CH:33][C:28]([O:27][CH2:25][CH3:26])=[C:29]([F:42])[C:30]=2[F:41])[CH2:39][CH2:38]1.